Dataset: Drug-target binding data from BindingDB using Ki measurements. Task: Regression. Given a target protein amino acid sequence and a drug SMILES string, predict the binding affinity score between them. We predict pKi (pKi = -log10(Ki in M); higher means stronger inhibition). Dataset: bindingdb_ki. (1) The small molecule is CN1CCN2c3ccccc3Cc3ccccc3[C@H]2C1. The target is MLLARMKPQVQPELGGADQ. The pKi is 7.4. (2) The small molecule is CC(=O)Nc1nnc(S(N)(=O)=O)s1. The target protein sequence is MKKIVLFSAAMAMLVACGNQTTQTKSDTPTAAVEGRISEVLTQDIQQGLTPEAVLVGLQEGNARYVANKQLPRDLNAQAVAGLEGQFPEAIILSCIDSRVPVEYIFDKGIGDLFVGRVAGNVVDDHMLGSLEYACEVSGSKVLLVLGHEDCGAIKSAIKGVEMGNITSLMEEIKPSVEATQYTGERTYANKEFADAVVKENVIQTMDEIRRDSPILKKLEEEGKIKICGAIYEMSTGKVHFL. The pKi is 6.3. (3) The compound is CC(/C=C/c1ccoc1-c1cc(C(C)C)cc(C(C)C)c1OCCCF)=C\C(=O)O. The target protein (O88275) has sequence MGETLGDPPVDPEHGAFADALPMSTSQEITMVDTEMPFWPTNFGISSVDLSVMDDHSHSFDIKPFTTVDFSSISAPHYEDIPFTRADPMVADYKYDLKLQEYQSAIKVEPASPPYYSEKTQLYNRPHEEPSNSLMAIECRVCGDKASGFHYGVHACEGCKGFFRRTIRLKLIYDRCDLNCRIHKKSRNKCQYCRFQKCLAVGMSHNAIRFGRMPQAEKEKLLAEISSDIDQLNPESADLRALAKHLYDSYIKSFPLTKAKARAILTGKTTDKSPFVIYDMNSLMMGEDKIKFKHITPLQEQSKEVAIRIFQGCQFRSVEAVQEITEYAKNIPGFINLDLNDQVTLLKYGVHEIIYTMLASLMNKDGVLISEGQGFMTREFLKSLRKPFGDFMEPKFEFAVKFNALELDDSDLAIFIAVIILSGDRPGLLNVKPIEDIQDNLLQALELQLKLNHPESSQLFAKVLQKMTDLRQIVTEHVQLLHVIKKTETDMSLHPLLQEI.... The pKi is 5.4. (4) The small molecule is NCCc1ccc(O)c(O)c1. The target protein (P31387) has sequence MEVSNLSGATPGLAFPPGPESCSDSPSSGRSMGSTPGGLILPGREPPFSAFTVLVVTLLVLLIAATFLWNLLVLVTILRVRAFHRVPHNLVASTAVSDVLVAVLVMPLSLVSELSAGRRWQLGRSLCHVWISFDVLCCTASIWNVAAIALDRYWTITRHLQYTLRTRSRASALMIAITWALSALIALAPLLFGWGEAYDARLQRCQVSQEPSYAVFSTCGAFYLPLAVVLFVYWKIYKAAKFRFGRRRRAVVPLPATTQAKEAPPESEMVFTARRRATVTFQTSGDSWREQKEKRAAMMVGILIGVFVLCWIPFFLTELISPLCACSLPPIWKSIFLWLGYSNSFFNPLIYTAFNKNYNNAFKSLFTKQR. The pKi is 5.0.